Dataset: Full USPTO retrosynthesis dataset with 1.9M reactions from patents (1976-2016). Task: Predict the reactants needed to synthesize the given product. (1) Given the product [BrH:40].[CH2:1]([N:5]([CH:30]1[CH2:31][CH2:32][O:33][CH2:34][CH2:35]1)[C:6]1[C:7]([O:28][CH3:29])=[N:8][N:9]2[C:13]([C:14]3[C:15]([O:26][CH3:27])=[CH:16][C:17]([CH2:22][O:23][CH2:24][CH3:25])=[CH:18][C:19]=3[O:20][CH3:21])=[CH:12][S:11][C:10]=12)[CH2:2][CH2:3][CH3:4], predict the reactants needed to synthesize it. The reactants are: [CH2:1]([N:5]([CH:30]1[CH2:35][CH2:34][O:33][CH2:32][CH2:31]1)[C:6]1[C:7]([O:28][CH3:29])=[N:8][N:9]2[C:13]([C:14]3[C:19]([O:20][CH3:21])=[CH:18][C:17]([CH2:22][O:23][CH2:24][CH3:25])=[CH:16][C:15]=3[O:26][CH3:27])=[CH:12][S:11][C:10]=12)[CH2:2][CH2:3][CH3:4].CC(C)=O.[BrH:40]. (2) Given the product [CH2:1]([O:3][C:4](=[O:11])[CH2:5][CH:6]([O:10][C:15](=[O:16])[CH2:14][C:12]#[N:13])[CH2:7][CH2:8][CH3:9])[CH3:2], predict the reactants needed to synthesize it. The reactants are: [CH2:1]([O:3][C:4](=[O:11])[CH2:5][CH:6]([OH:10])[CH2:7][CH2:8][CH3:9])[CH3:2].[C:12]([CH2:14][C:15](O)=[O:16])#[N:13].CN(C=O)C.C1(N=C=NC2CCCCC2)CCCCC1.